Dataset: NCI-60 drug combinations with 297,098 pairs across 59 cell lines. Task: Regression. Given two drug SMILES strings and cell line genomic features, predict the synergy score measuring deviation from expected non-interaction effect. (1) Drug 1: CC1=C(C(CCC1)(C)C)C=CC(=CC=CC(=CC(=O)O)C)C. Drug 2: C#CCC(CC1=CN=C2C(=N1)C(=NC(=N2)N)N)C3=CC=C(C=C3)C(=O)NC(CCC(=O)O)C(=O)O. Cell line: OVCAR-8. Synergy scores: CSS=45.3, Synergy_ZIP=1.96, Synergy_Bliss=-0.173, Synergy_Loewe=-10.2, Synergy_HSA=-0.539. (2) Drug 1: C1=NC(=NC(=O)N1C2C(C(C(O2)CO)O)O)N. Drug 2: CC12CCC3C(C1CCC2O)C(CC4=C3C=CC(=C4)O)CCCCCCCCCS(=O)CCCC(C(F)(F)F)(F)F. Cell line: TK-10. Synergy scores: CSS=-0.0290, Synergy_ZIP=2.83, Synergy_Bliss=4.11, Synergy_Loewe=0.333, Synergy_HSA=-2.72.